From a dataset of Forward reaction prediction with 1.9M reactions from USPTO patents (1976-2016). Predict the product of the given reaction. Given the reactants [F:1][CH:2]([F:27])[CH2:3][O:4][C:5]1[N:6]([C:15]2[CH:20]=[CH:19][C:18]([O:21][CH2:22][C:23]([F:26])([F:25])[F:24])=[CH:17][CH:16]=2)[C:7](=[O:14])[C:8]2[CH:13]=[CH:12][NH:11][C:9]=2[N:10]=1.C(O)(=[O:30])C.C(O)(=O)C.I(C1C=CC=CC=1)=O, predict the reaction product. The product is: [F:27][CH:2]([F:1])[CH2:3][O:4][C:5]1[N:6]([C:15]2[CH:16]=[CH:17][C:18]([O:21][CH2:22][C:23]([F:26])([F:25])[F:24])=[CH:19][CH:20]=2)[C:7](=[O:14])[C:8]2[CH2:13][C:12](=[O:30])[NH:11][C:9]=2[N:10]=1.